From a dataset of CYP2C9 inhibition data for predicting drug metabolism from PubChem BioAssay. Regression/Classification. Given a drug SMILES string, predict its absorption, distribution, metabolism, or excretion properties. Task type varies by dataset: regression for continuous measurements (e.g., permeability, clearance, half-life) or binary classification for categorical outcomes (e.g., BBB penetration, CYP inhibition). Dataset: cyp2c9_veith. (1) The drug is O=c1c(Cl)c(N2CCN(S(=O)(=O)c3ccc(F)cc3)CC2)cnn1-c1cccc(Cl)c1. The result is 0 (non-inhibitor). (2) The molecule is Cc1nc2cnc(N3CCOCC3)nc2n(C2CC2)c1=O. The result is 0 (non-inhibitor). (3) The drug is CSc1c(-c2ccccc2)nc2ccccc2c1C(=O)O. The result is 0 (non-inhibitor). (4) The result is 0 (non-inhibitor). The compound is COc1ccc2[nH]c(=O)c(NC(N)=S)nc2c1. (5) The molecule is COC(=O)c1sccc1NC(=O)CSc1ccccc1NS(=O)(=O)c1ccc(Cl)cc1. The result is 1 (inhibitor). (6) The molecule is O=C1O[C@@H]([C@H](O)[C@H](O)[C@H](O)CO)[C@@H](O)[C@@H]1O. The result is 0 (non-inhibitor). (7) The compound is c1ccc2c[n+](Cc3ccnc4ccccc34)ccc2c1. The result is 0 (non-inhibitor).